From a dataset of Catalyst prediction with 721,799 reactions and 888 catalyst types from USPTO. Predict which catalyst facilitates the given reaction. (1) Reactant: [CH2:1]([SH:5])[CH2:2][CH2:3][SH:4].[F:6][C:7]([F:18])([F:17])[C:8](O[C:8](=O)[C:7]([F:18])([F:17])[F:6])=O.[F:19][C:20]([F:26])([F:25])[S:21]([OH:24])(=[O:23])=[O:22].C(OC(=O)C)(=O)C. Product: [F:19][C:20]([S:21]([O-:24])(=[O:23])=[O:22])([F:26])[F:25].[F:6][C:7]([F:18])([F:17])[C+:8]1[S:5][CH2:1][CH2:2][CH2:3][S:4]1. The catalyst class is: 27. (2) Reactant: [C:1]([Si:5]([CH3:26])([CH3:25])[O:6][C@@H:7]([C@@H:9]([CH:23]=[CH2:24])[C:10](N1[C@H](C(C)C)C(C)(C)OC1=O)=[O:11])[CH3:8])([CH3:4])([CH3:3])[CH3:2].[OH:27]O.O.[OH-].[Li+]. Product: [C:1]([Si:5]([CH3:26])([CH3:25])[O:6][C@@H:7]([C@@H:9]([CH:23]=[CH2:24])[C:10]([OH:11])=[O:27])[CH3:8])([CH3:2])([CH3:3])[CH3:4]. The catalyst class is: 30. (3) Reactant: Br[C:2]1[CH:3]=[C:4]2[N:21]([C@H:22]([CH2:25]OC)[CH2:23][CH3:24])[CH:20]=[C:19]([CH3:28])[C:5]2=[N:6][C:7]=1[C:8]1[C:9]([O:17][CH3:18])=[N:10][C:11]([CH:14]([CH3:16])[CH3:15])=[CH:12][CH:13]=1.C[CH2:30][OH:31]. Product: [CH:14]([C:11]1[N:10]=[C:9]([O:17][CH3:18])[C:8]([C:7]2[N:6]=[C:5]3[C:19]([CH3:28])=[CH:20][N:21]([C@@H:22]([CH3:25])[CH:23]([O:31][CH3:30])[CH3:24])[C:4]3=[CH:3][CH:2]=2)=[CH:13][CH:12]=1)([CH3:15])[CH3:16]. The catalyst class is: 45. (4) Reactant: Cl.[NH2:2][CH2:3][CH2:4][NH:5][C:6]([C:8]1[CH:9]=[C:10]([S:14]([N:17]2[CH2:21][CH2:20][S:19][C@H:18]2[C:22]([O:24][C@H:25]([C:36]2[CH:41]=[CH:40][C:39]([O:42][CH:43]([F:45])[F:44])=[C:38]([O:46][CH2:47][CH:48]3[CH2:50][CH2:49]3)[CH:37]=2)[CH2:26][C:27]2[C:32]([Cl:33])=[CH:31][N+:30]([O-:34])=[CH:29][C:28]=2[Cl:35])=[O:23])(=[O:16])=[O:15])[CH:11]=[CH:12][CH:13]=1)=[O:7].[CH:51]([C:53]1[CH:54]=[C:55]([CH:59]=[CH:60][CH:61]=1)[C:56](O)=[O:57])=[O:52].C(Cl)CCl. Product: [Cl:35][C:28]1[CH:29]=[N+:30]([O-:34])[CH:31]=[C:32]([Cl:33])[C:27]=1[CH2:26][C@@H:25]([C:36]1[CH:41]=[CH:40][C:39]([O:42][CH:43]([F:44])[F:45])=[C:38]([O:46][CH2:47][CH:48]2[CH2:50][CH2:49]2)[CH:37]=1)[O:24][C:22]([C@H:18]1[N:17]([S:14]([C:10]2[CH:11]=[CH:12][CH:13]=[C:8]([C:6](=[O:7])[NH:5][CH2:4][CH2:3][NH:2][C:56](=[O:57])[C:55]3[CH:59]=[CH:60][CH:61]=[C:53]([CH:51]=[O:52])[CH:54]=3)[CH:9]=2)(=[O:15])=[O:16])[CH2:21][CH2:20][S:19]1)=[O:23]. The catalyst class is: 792. (5) Reactant: [CH3:1][C:2]1[CH:7]=[CH:6][C:5]([N+:8]([O-:10])=[O:9])=[CH:4][C:3]=1[NH:11][CH2:12][C:13]1[C:14]([NH2:21])=[N:15][C:16]([S:19][CH3:20])=[N:17][CH:18]=1.C(N(CC)CC)C.Cl[C:30](Cl)([O:32]C(=O)OC(Cl)(Cl)Cl)Cl. Product: [CH3:1][C:2]1[CH:7]=[CH:6][C:5]([N+:8]([O-:10])=[O:9])=[CH:4][C:3]=1[N:11]1[CH2:12][C:13]2[C:14](=[N:15][C:16]([S:19][CH3:20])=[N:17][CH:18]=2)[NH:21][C:30]1=[O:32]. The catalyst class is: 49. (6) Reactant: [Br:1][C:2]1[CH:3]=[C:4]([CH:7]=[C:8]([O:12][CH3:13])[C:9]=1[O:10][CH3:11])[CH:5]=O.[C:14](#[N:18])[CH2:15][C:16]#[N:17].[CH2:19]1[O:23][C:22]2[CH:24]=[C:25]([OH:28])[CH:26]=[CH:27][C:21]=2[O:20]1.N1CCCCC1. Product: [NH2:17][C:16]1[O:28][C:25]2[CH:24]=[C:22]3[O:23][CH2:19][O:20][C:21]3=[CH:27][C:26]=2[CH:5]([C:4]2[CH:7]=[C:8]([O:12][CH3:13])[C:9]([O:10][CH3:11])=[C:2]([Br:1])[CH:3]=2)[C:15]=1[C:14]#[N:18]. The catalyst class is: 8. (7) Reactant: [F:1][C:2]1[CH:31]=[CH:30][C:5]([CH2:6][NH:7][C:8]([C:10]2[CH:15]=[C:14]([C:16]3[CH2:20][C@@H:19]([C@H:21]4[CH2:26][O:25][C@H:24]([CH2:27][OH:28])[CH2:23][O:22]4)[O:18][N:17]=3)[N:13]=[C:12]([CH3:29])[N:11]=2)=[O:9])=[CH:4][C:3]=1[O:32][CH3:33].CC(C)=[O:36].OS(O)(=O)=O.O=[Cr](=O)=O. Product: [F:1][C:2]1[CH:31]=[CH:30][C:5]([CH2:6][NH:7][C:8]([C:10]2[N:11]=[C:12]([CH3:29])[N:13]=[C:14]([C:16]3[CH2:20][C@@H:19]([C@H:21]4[CH2:26][O:25][C@H:24]([C:27]([OH:36])=[O:28])[CH2:23][O:22]4)[O:18][N:17]=3)[CH:15]=2)=[O:9])=[CH:4][C:3]=1[O:32][CH3:33]. The catalyst class is: 21.